Dataset: Experimentally validated miRNA-target interactions with 360,000+ pairs, plus equal number of negative samples. Task: Binary Classification. Given a miRNA mature sequence and a target amino acid sequence, predict their likelihood of interaction. The miRNA is hsa-miR-4710 with sequence GGGUGAGGGCAGGUGGUU. The protein sequence of the target gene is MALHIHEACILLLVIPGLVTSAAISHEDYPADEGDQISSNDNLIFDDYRGKGCVDDSGFVYKLGERFFPGHSNCPCVCALDGPVCDQPECPKIHPKCTKVEHNGCCPECKEVKNFCEYHGKNYKILEEFKPSPCEWCRCEPSNEVHCVVADCAVPECVNPVYEPEQCCPVCKNGPNCFAGTTIIPAGIEVKVDECNICHCHNGDWWKPAQCSKRECQGKQTV. Result: 0 (no interaction).